Dataset: Peptide-MHC class I binding affinity with 185,985 pairs from IEDB/IMGT. Task: Regression. Given a peptide amino acid sequence and an MHC pseudo amino acid sequence, predict their binding affinity value. This is MHC class I binding data. (1) The peptide sequence is LSIFFYSSF. The MHC is HLA-A32:01 with pseudo-sequence HLA-A32:01. The binding affinity (normalized) is 0.550. (2) The peptide sequence is GDRWFLNRFT. The MHC is HLA-B45:01 with pseudo-sequence HLA-B45:01. The binding affinity (normalized) is 0. (3) The binding affinity (normalized) is 0.647. The peptide sequence is MLIPTVMAF. The MHC is HLA-A32:01 with pseudo-sequence HLA-A32:01. (4) The peptide sequence is MRIGSMATL. The MHC is HLA-B51:01 with pseudo-sequence HLA-B51:01. The binding affinity (normalized) is 0.0847. (5) The peptide sequence is AVLDRDGNFR. The MHC is HLA-A68:01 with pseudo-sequence HLA-A68:01. The binding affinity (normalized) is 0.705. (6) The peptide sequence is NNIEFNFTY. The MHC is HLA-B15:01 with pseudo-sequence HLA-B15:01. The binding affinity (normalized) is 0.0847. (7) The peptide sequence is GRLQSLQTY. The MHC is HLA-A11:01 with pseudo-sequence HLA-A11:01. The binding affinity (normalized) is 0.0574. (8) The peptide sequence is YVSAIAQAK. The MHC is HLA-A68:01 with pseudo-sequence HLA-A68:01. The binding affinity (normalized) is 0.668.